The task is: Predict the reaction yield, written as a fraction of the theoretical maximum amount of product (1.0 means a 100% yield; for example, 0.34 means a 34% yield).. This data is from Reaction yield outcomes from USPTO patents with 853,638 reactions. (1) The product is [Br:11][C:10]1[N:9]=[C:8]([C@H:12]2[CH2:17][N:16]3[C:22](=[NH:23])[O:20][C@@H:18]([CH3:19])[C@@H:15]3[CH2:14][CH2:13]2)[N:4]2[CH:5]=[CH:6][N:7]=[C:2]([NH2:1])[C:3]=12. The yield is 0.945. The catalyst is CN(C=O)C. The reactants are [NH2:1][C:2]1[C:3]2[N:4]([C:8]([C@H:12]3[CH2:17][NH:16][C@H:15]([C@@H:18]([OH:20])[CH3:19])[CH2:14][CH2:13]3)=[N:9][C:10]=2[Br:11])[CH:5]=[CH:6][N:7]=1.Br[C:22]#[N:23].C([O-])(O)=O.[Na+]. (2) The reactants are [C:1]([C:9]1[S:10][CH:11]=[CH:12][C:13]=1[C:14]([OH:16])=[O:15])(=[O:8])[C:2]1[CH:7]=[CH:6][N:5]=[CH:4][CH:3]=1.C([O-])([O-])=O.[Cs+].[Cs+].[CH3:23][CH2:24]I. The catalyst is CC#N. The product is [C:1]([C:9]1[S:10][CH:11]=[CH:12][C:13]=1[C:14]([O:16][CH2:23][CH3:24])=[O:15])(=[O:8])[C:2]1[CH:7]=[CH:6][N:5]=[CH:4][CH:3]=1. The yield is 0.855. (3) The reactants are CN1C2C=CC=C(C([O-])=O)C=2C(CN[C@H]2C3CCN(CC3)C2)=N1.[Li+].[CH3:25][N:26]1[C:30]2[CH:31]=[N:32][CH:33]=[C:34]3[C:35](=[O:46])[C@H:36]([CH:38]4[CH:43]5[CH2:44][CH2:45][N:40]([CH2:41][CH2:42]5)[CH2:39]4)[CH2:37][C:28]([C:29]=23)=[N:27]1.[ClH:47]. No catalyst specified. The product is [ClH:47].[CH3:25][N:26]1[C:30]2[CH:31]=[N:32][CH:33]=[C:34]3[C:35](=[O:46])[C@H:36]([CH:38]4[CH:43]5[CH2:42][CH2:41][N:40]([CH2:45][CH2:44]5)[CH2:39]4)[CH2:37][C:28]([C:29]=23)=[N:27]1. The yield is 0.830. (4) The reactants are [NH2:1][C:2]1[CH:27]=[CH:26][C:5]([C:6]([NH:8][C:9]2[S:13][C:12]([NH:14][C:15]3[CH:20]=[CH:19][C:18]([O:21][CH3:22])=[CH:17][CH:16]=3)=[N:11][C:10]=2[C:23]([NH2:25])=[O:24])=[O:7])=[CH:4][CH:3]=1.[CH3:28][S:29](Cl)(=[O:31])=[O:30].CCN(CC)CC. The catalyst is C1COCC1. The product is [CH3:22][O:21][C:18]1[CH:19]=[CH:20][C:15]([NH:14][C:12]2[S:13][C:9]([NH:8][C:6](=[O:7])[C:5]3[CH:4]=[CH:3][C:2]([NH:1][S:29]([CH3:28])(=[O:31])=[O:30])=[CH:27][CH:26]=3)=[C:10]([C:23]([NH2:25])=[O:24])[N:11]=2)=[CH:16][CH:17]=1. The yield is 0.150. (5) The reactants are [Cl:1][C:2]1[CH:10]=[C:6]([C:7]([OH:9])=O)[C:5]([OH:11])=[CH:4][CH:3]=1.[NH2:12][C:13]1[S:14][C:15]([C:22]#[N:23])=[C:16]([C:18]([CH3:21])([CH3:20])[CH3:19])[N:17]=1. No catalyst specified. The product is [Cl:1][C:2]1[CH:3]=[CH:4][C:5]([OH:11])=[C:6]([CH:10]=1)[C:7]([NH:12][C:13]1[S:14][C:15]([C:22]#[N:23])=[C:16]([C:18]([CH3:19])([CH3:21])[CH3:20])[N:17]=1)=[O:9]. The yield is 0.634. (6) The reactants are [F:1][C:2]1[CH:3]=[C:4]2[C:8](=[CH:9][CH:10]=1)[NH:7][C:6](=[O:11])[CH2:5]2.[CH:12]([C:14]1[NH:18][C:17]([CH3:19])=[C:16]([C:20]([OH:22])=[O:21])[C:15]=1[CH3:23])=O. The catalyst is N1CCCC1.C(O)C. The product is [F:1][C:2]1[CH:3]=[C:4]2[C:8](=[CH:9][CH:10]=1)[NH:7][C:6](=[O:11])[C:5]2=[CH:12][C:14]1[NH:18][C:17]([CH3:19])=[C:16]([C:20]([OH:22])=[O:21])[C:15]=1[CH3:23]. The yield is 0.915. (7) The reactants are [Br:1][C:2]1[CH:14]=[CH:13][C:5]([CH2:6][C:7]2([C:11]#[N:12])[CH2:10][CH2:9]C2)=[C:4]([I:15])[CH:3]=1.C1(C#N)CC1.BrC1C=CC(CBr)=C(I)C=1. No catalyst specified. The product is [Br:1][C:2]1[CH:14]=[CH:13][C:5]([CH2:6][C:7]2([C:11]#[N:12])[CH2:10][CH2:9]2)=[C:4]([I:15])[CH:3]=1. The yield is 0.550. (8) The reactants are [Cl:1][C:2]1[N:7]=[C:6](Cl)[CH:5]=[C:4]([C:9]([O:11][CH3:12])=[O:10])[N:3]=1.CC(N)[CH2:15][C:16]1[CH:21]=CC=CC=1.OP(O)(O)=O.[Br-].C1([Zn+])CC1.[OH-].[Na+]. The catalyst is CCOC(C)=O. The yield is 0.400. The product is [Cl:1][C:2]1[N:3]=[C:4]([C:9]([O:11][CH3:12])=[O:10])[CH:5]=[C:6]([CH:21]2[CH2:16][CH2:15]2)[N:7]=1. (9) The reactants are [C:1](Cl)(=[O:4])[CH:2]=[CH2:3].[CH3:6][N:7]([CH3:40])[C@@H:8]1[CH2:12][CH2:11][N:10]([C:13]2[CH:18]=[C:17]([O:19][CH3:20])[C:16]([NH:21][C:22]3[N:27]=[C:26]([C:28]4[C:36]5[C:31](=[CH:32][CH:33]=[CH:34][CH:35]=5)[N:30]([CH3:37])[CH:29]=4)[C:25]([CH3:38])=[CH:24][N:23]=3)=[CH:15][C:14]=2[NH2:39])[CH2:9]1.CCN(C(C)C)C(C)C. The catalyst is C1COCC1.O.C(Cl)Cl.C(OCC)C. The product is [CH3:40][N:7]([CH3:6])[C@@H:8]1[CH2:12][CH2:11][N:10]([C:13]2[CH:18]=[C:17]([O:19][CH3:20])[C:16]([NH:21][C:22]3[N:27]=[C:26]([C:28]4[C:36]5[C:31](=[CH:32][CH:33]=[CH:34][CH:35]=5)[N:30]([CH3:37])[CH:29]=4)[C:25]([CH3:38])=[CH:24][N:23]=3)=[CH:15][C:14]=2[NH:39][C:1](=[O:4])[CH:2]=[CH2:3])[CH2:9]1. The yield is 0.470.